This data is from Plasma protein binding rate (PPBR) regression data from AstraZeneca. The task is: Regression/Classification. Given a drug SMILES string, predict its absorption, distribution, metabolism, or excretion properties. Task type varies by dataset: regression for continuous measurements (e.g., permeability, clearance, half-life) or binary classification for categorical outcomes (e.g., BBB penetration, CYP inhibition). For this dataset (ppbr_az), we predict Y. (1) The Y is 74.7 %. The drug is O=C(CO)N1CCC(c2[nH]nc(-c3ccc(Cl)cc3F)c2-c2ccncn2)CC1. (2) The compound is CCOc1cc2nnc(C(N)=O)c(Nc3cccc(Cl)c3F)c2cc1N1CCN(C)CC1. The Y is 98.1 %. (3) The drug is NS(=O)(=O)c1ccc(CCNc2ccc3nnc(-c4ccccc4)n3n2)cc1. The Y is 96.8 %. (4) The compound is Cc1nn(-c2ccccc2)c(N)c1-c1ccccc1. The Y is 98.7 %.